From a dataset of Full USPTO retrosynthesis dataset with 1.9M reactions from patents (1976-2016). Predict the reactants needed to synthesize the given product. (1) Given the product [Cl:2][C:3]1[CH:4]=[CH:5][C:6]([NH:9][C:10]2[C:15]([CH:16]=[O:17])=[N:14][CH:13]=[C:12]([N:21]3[C:25]([CH3:26])=[CH:24][C:23]([CH3:27])=[N:22]3)[N:11]=2)=[CH:7][CH:8]=1, predict the reactants needed to synthesize it. The reactants are: Cl.[Cl:2][C:3]1[CH:8]=[CH:7][C:6]([NH:9][C:10]2[C:15]([CH:16]3OCC[O:17]3)=[N:14][CH:13]=[C:12]([N:21]3[C:25]([CH3:26])=[CH:24][C:23]([CH3:27])=[N:22]3)[N:11]=2)=[CH:5][CH:4]=1. (2) Given the product [Cl:1][C:2]1[N:3]([C:16]2[C:21]([CH3:22])=[CH:20][C:19]([CH3:23])=[CH:18][C:17]=2[CH3:24])[C:4]2[N:5]([C:6]([CH2:13][Cl:27])=[C:7]([C:9]([F:12])([F:11])[F:10])[N:8]=2)[CH:15]=1, predict the reactants needed to synthesize it. The reactants are: [Cl:1][C:2]1[N:3]([C:16]2[C:21]([CH3:22])=[CH:20][C:19]([CH3:23])=[CH:18][C:17]=2[CH3:24])[C:4]2[N:5]([CH:15]=1)[C:6]([CH2:13]O)=[C:7]([C:9]([F:12])([F:11])[F:10])[N:8]=2.S(Cl)([Cl:27])=O. (3) Given the product [NH2:38][CH:19]1[C@@H:18]2[N:23]([CH2:24][C@H:16]([O:15][C@@H:13]([C:5]3[CH:4]=[C:3]([C:2]([F:1])([F:35])[F:34])[CH:8]=[C:7]([C:9]([F:10])([F:12])[F:11])[CH:6]=3)[CH3:14])[C@H:17]2[C:27]2[CH:32]=[CH:31][C:30]([F:33])=[CH:29][CH:28]=2)[C:22](=[O:25])[CH2:21][CH2:20]1, predict the reactants needed to synthesize it. The reactants are: [F:1][C:2]([F:35])([F:34])[C:3]1[CH:4]=[C:5]([C@H:13]([O:15][C@H:16]2[CH2:24][N:23]3[C@@H:18]([CH:19](O)[CH2:20][CH2:21][C:22]3=[O:25])[C@@H:17]2[C:27]2[CH:32]=[CH:31][C:30]([F:33])=[CH:29][CH:28]=2)[CH3:14])[CH:6]=[C:7]([C:9]([F:12])([F:11])[F:10])[CH:8]=1.CC[N:38](CC)CC.CS(Cl)(=O)=O.[N-]=[N+]=[N-].[Na+]. (4) The reactants are: [CH3:1][O:2][C:3]([C:5]1[CH:10]=[CH:9][C:8]([C:11]#[N:12])=[C:7](Cl)[N:6]=1)=[O:4].[CH3:14][N:15]1[C:19]([CH3:20])=[C:18](B(O)O)[C:17]([CH3:24])=[N:16]1. Given the product [CH3:1][O:2][C:3]([C:5]1[CH:10]=[CH:9][C:8]([C:11]#[N:12])=[C:7]([C:18]2[C:17]([CH3:24])=[N:16][N:15]([CH3:14])[C:19]=2[CH3:20])[N:6]=1)=[O:4], predict the reactants needed to synthesize it. (5) Given the product [C:18]([C:21]1[CH:26]=[C:25]([C:2]2[CH:17]=[CH:16][C:5]([O:6][C:7]3[N:15]=[CH:14][CH:13]=[CH:12][C:8]=3[C:9]([OH:11])=[O:10])=[CH:4][CH:3]=2)[CH:24]=[CH:23][CH:22]=1)(=[O:20])[CH3:19], predict the reactants needed to synthesize it. The reactants are: Cl[C:2]1[CH:17]=[CH:16][C:5]([O:6][C:7]2[N:15]=[CH:14][CH:13]=[CH:12][C:8]=2[C:9]([OH:11])=[O:10])=[CH:4][CH:3]=1.[C:18]([C:21]1[CH:22]=[C:23](B(O)O)[CH:24]=[CH:25][CH:26]=1)(=[O:20])[CH3:19].C([O-])([O-])=O.[K+].[K+].